From a dataset of Reaction yield outcomes from USPTO patents with 853,638 reactions. Predict the reaction yield, written as a fraction of the theoretical maximum amount of product (1.0 means a 100% yield; for example, 0.34 means a 34% yield). (1) The reactants are [Cl:1][C:2]1[N:6]([CH2:7][O:8][CH2:9][CH2:10][O:11][CH3:12])[C:5]2[CH:13]=[CH:14][C:15]([CH2:17][OH:18])=[CH:16][C:4]=2[N:3]=1.CN(C=O)C.[H-].[Na+].[CH2:26](Br)[C:27]1[CH:32]=[CH:31][CH:30]=[CH:29][CH:28]=1. The catalyst is O. The product is [CH2:26]([O:18][CH2:17][C:15]1[CH:14]=[CH:13][C:5]2[N:6]([CH2:7][O:8][CH2:9][CH2:10][O:11][CH3:12])[C:2]([Cl:1])=[N:3][C:4]=2[CH:16]=1)[C:27]1[CH:32]=[CH:31][CH:30]=[CH:29][CH:28]=1. The yield is 0.750. (2) The reactants are Br[C:2]1[CH:10]=[CH:9][C:5]([C:6]([OH:8])=[O:7])=[CH:4][C:3]=1[CH3:11].[CH3:12][C:13]1([CH3:29])[C:17]([CH3:19])([CH3:18])[O:16][B:15]([B:15]2[O:16][C:17]([CH3:19])([CH3:18])[C:13]([CH3:29])([CH3:12])[O:14]2)[O:14]1.ClCCl.C([O-])(=O)C.[K+]. The catalyst is CN(C)C=O. The product is [CH3:11][C:3]1[CH:4]=[C:5]([CH:9]=[CH:10][C:2]=1[B:15]1[O:16][C:17]([CH3:19])([CH3:18])[C:13]([CH3:29])([CH3:12])[O:14]1)[C:6]([OH:8])=[O:7]. The yield is 0.900. (3) The reactants are [CH3:1][CH:2]1[CH2:6][CH2:5][CH2:4][N:3]1[CH2:7][CH:8]1[CH2:13][CH2:12][N:11]([C:14](=[C:17]([C:20]#[N:21])[C:18]#[N:19])SC)[CH2:10][CH2:9]1.[NH2:22][CH:23]1[CH2:28][CH2:27][N:26]([CH2:29][C:30]2[CH:35]=[CH:34][CH:33]=[CH:32][CH:31]=2)[CH2:25][CH2:24]1.C(OC(C)C)(C)C. The catalyst is CCCCCC. The product is [CH2:29]([N:26]1[CH2:27][CH2:28][CH:23]([NH:22][C:14](=[C:17]([C:20]#[N:21])[C:18]#[N:19])[N:11]2[CH2:12][CH2:13][CH:8]([CH2:7][N:3]3[CH2:4][CH2:5][CH2:6][CH:2]3[CH3:1])[CH2:9][CH2:10]2)[CH2:24][CH2:25]1)[C:30]1[CH:31]=[CH:32][CH:33]=[CH:34][CH:35]=1. The yield is 0.290. (4) The reactants are [CH3:1][O:2][C:3]1[CH:16]=[C:15]([O:17][CH3:18])[CH:14]=[CH:13][C:4]=1[CH2:5][NH:6][C:7]1[CH:12]=[CH:11][N:10]=[CH:9][N:8]=1.Cl[S:20]([C:23]1[C:24]([F:34])=[CH:25][C:26]([F:33])=[C:27]([CH:32]=1)[C:28]([O:30][CH3:31])=[O:29])(=[O:22])=[O:21].N12CCN(CC1)CC2. The catalyst is C1COCC1. The product is [CH3:1][O:2][C:3]1[CH:16]=[C:15]([O:17][CH3:18])[CH:14]=[CH:13][C:4]=1[CH2:5][N:6]([C:7]1[CH:12]=[CH:11][N:10]=[CH:9][N:8]=1)[S:20]([C:23]1[C:24]([F:34])=[CH:25][C:26]([F:33])=[C:27]([CH:32]=1)[C:28]([O:30][CH3:31])=[O:29])(=[O:22])=[O:21]. The yield is 0.450. (5) The reactants are [NH2:1][CH2:2][C:3]1[CH:4]=[C:5]2[C:9](=[CH:10][CH:11]=1)[C:8](=[O:12])[N:7]([CH:13]1[CH2:18][CH2:17][C:16](=[O:19])[NH:15][C:14]1=[O:20])[CH2:6]2.[N:21]([C:24]1[CH:29]=[C:28]([CH3:30])[CH:27]=[C:26]([CH3:31])[CH:25]=1)=[C:22]=[O:23].Cl. The catalyst is C(#N)C. The product is [CH3:31][C:26]1[CH:25]=[C:24]([NH:21][C:22]([NH:1][CH2:2][C:3]2[CH:4]=[C:5]3[C:9](=[CH:10][CH:11]=2)[C:8](=[O:12])[N:7]([CH:13]2[CH2:18][CH2:17][C:16](=[O:19])[NH:15][C:14]2=[O:20])[CH2:6]3)=[O:23])[CH:29]=[C:28]([CH3:30])[CH:27]=1. The yield is 0.670. (6) The reactants are [NH2:1][C:2]1[C:7]([Br:8])=[CH:6][C:5]([CH3:9])=[CH:4][N:3]=1.I[C:11]1[C:12]([CH3:24])=[C:13]([CH:18]=[C:19]([N+:21]([O-:23])=[O:22])[CH:20]=1)[C:14]([O:16][CH3:17])=[O:15].C(=O)([O-])[O-].[Cs+].[Cs+].Cl. The catalyst is C1(C)C=CC=CC=1.C([O-])(=O)C.[Pd+2].C([O-])(=O)C.C1(P(C2C=CC=CC=2)C2C3OC4C(=CC=CC=4P(C4C=CC=CC=4)C4C=CC=CC=4)C(C)(C)C=3C=CC=2)C=CC=CC=1.O1CCCC1. The product is [Br:8][C:7]1[C:2]([NH:1][C:11]2[C:12]([CH3:24])=[C:13]([CH:18]=[C:19]([N+:21]([O-:23])=[O:22])[CH:20]=2)[C:14]([O:16][CH3:17])=[O:15])=[N:3][CH:4]=[C:5]([CH3:9])[CH:6]=1. The yield is 0.936. (7) The reactants are [CH2:1]([O:8][C:9]([N:11]1[CH2:15][CH:14]([O:16][Si](C(C)(C)C)(C)C)[CH2:13][CH:12]1[CH:24]=[CH:25][CH2:26][N:27]([C:35](=[O:37])[CH3:36])[C:28]1[C:33](Br)=[CH:32][CH:31]=[CH:30][N:29]=1)=[O:10])[C:2]1[CH:7]=[CH:6][CH:5]=[CH:4][CH:3]=1.[C:38]([O-:41])([O-])=O.[K+].[K+].[CH3:44]N(C=O)C. The catalyst is [N+](CCCC)(CCCC)(CCCC)CCCC.[Cl-].C(OCC)C.CC([O-])=O.CC([O-])=O.[Pd+2]. The product is [CH2:1]([O:8][C:9]([N:11]1[CH2:15][CH:14]([O:16][C:38](=[O:41])[CH3:44])[CH2:13][CH:12]1[CH2:24][C:25]1[C:33]2[C:28](=[N:29][CH:30]=[CH:31][CH:32]=2)[N:27]([C:35](=[O:37])[CH3:36])[CH:26]=1)=[O:10])[C:2]1[CH:7]=[CH:6][CH:5]=[CH:4][CH:3]=1. The yield is 0.590.